This data is from Full USPTO retrosynthesis dataset with 1.9M reactions from patents (1976-2016). The task is: Predict the reactants needed to synthesize the given product. (1) Given the product [CH3:12][O:13][C:14]1[CH:19]=[CH:18][CH:17]=[CH:16][C:15]=1[C:20]([N:22]=[C:23]=[S:24])=[O:21].[Cl:25][C:26]1[CH:32]=[C:31]([O:33][C:34]2[C:43]3[C:38](=[CH:39][C:40]([O:46][CH3:47])=[C:41]([O:44][CH3:45])[CH:42]=3)[N:37]=[CH:36][CH:35]=2)[CH:30]=[CH:29][C:27]=1[NH:28][C:23]([NH:22][C:20](=[O:21])[C:15]1[CH:16]=[CH:17][CH:18]=[CH:19][C:14]=1[O:13][CH3:12])=[S:24], predict the reactants needed to synthesize it. The reactants are: COC1C=CC=CC=1C(Cl)=O.[CH3:12][O:13][C:14]1[CH:19]=[CH:18][CH:17]=[CH:16][C:15]=1[C:20]([N:22]=[C:23]=[S:24])=[O:21].[Cl:25][C:26]1[CH:32]=[C:31]([O:33][C:34]2[C:43]3[C:38](=[CH:39][C:40]([O:46][CH3:47])=[C:41]([O:44][CH3:45])[CH:42]=3)[N:37]=[CH:36][CH:35]=2)[CH:30]=[CH:29][C:27]=1[NH2:28].C1(C)C=CC=CC=1. (2) The reactants are: Cl[C:2]1[N:7]=[C:6]([C:8]([O:10]C(C)(C)C)=[O:9])[CH:5]=[CH:4][CH:3]=1.[CH2:15]([N:22]1[CH2:27][CH2:26][CH:25]([OH:28])[CH2:24][CH2:23]1)[C:16]1[CH:21]=[CH:20][CH:19]=[CH:18][CH:17]=1.[H-].[Na+]. Given the product [CH2:15]([N:22]1[CH2:27][CH2:26][CH:25]([O:28][C:2]2[N:7]=[C:6]([C:8]([OH:10])=[O:9])[CH:5]=[CH:4][CH:3]=2)[CH2:24][CH2:23]1)[C:16]1[CH:17]=[CH:18][CH:19]=[CH:20][CH:21]=1, predict the reactants needed to synthesize it. (3) Given the product [ClH:24].[Cl:24][C:20]1[C:19]([F:25])=[C:18]([C@@H:17]2[C@:16]([C:28]3[CH:33]=[CH:32][C:31]([Cl:34])=[CH:30][C:29]=3[F:35])([C:26]#[N:27])[C@H:15]([CH2:36][C:37]([CH3:40])([CH3:39])[CH3:38])[NH:14][C@H:13]2[C:11]([N:8]2[CH2:7][CH2:6][CH:5]([CH2:4][C:3]([OH:41])=[O:2])[CH2:10][CH2:9]2)=[O:12])[CH:23]=[CH:22][CH:21]=1, predict the reactants needed to synthesize it. The reactants are: C[O:2][C:3](=[O:41])[CH2:4][CH:5]1[CH2:10][CH2:9][N:8]([C:11]([C@H:13]2[C@H:17]([C:18]3[CH:23]=[CH:22][CH:21]=[C:20]([Cl:24])[C:19]=3[F:25])[C@:16]([C:28]3[CH:33]=[CH:32][C:31]([Cl:34])=[CH:30][C:29]=3[F:35])([C:26]#[N:27])[C@H:15]([CH2:36][C:37]([CH3:40])([CH3:39])[CH3:38])[NH:14]2)=[O:12])[CH2:7][CH2:6]1.O[Li].O. (4) Given the product [CH2:1]([N:8]1[CH:13]([CH2:14][OH:15])[CH2:12][O:11][C:10]([CH2:24][CH2:25][O:26][Si:27]([C:40]([CH3:43])([CH3:42])[CH3:41])([C:34]2[CH:35]=[CH:36][CH:37]=[CH:38][CH:39]=2)[C:28]2[CH:33]=[CH:32][CH:31]=[CH:30][CH:29]=2)([CH3:23])[C:9]1=[O:44])[C:2]1[CH:7]=[CH:6][CH:5]=[CH:4][CH:3]=1, predict the reactants needed to synthesize it. The reactants are: [CH2:1]([N:8]1[CH:13]([CH2:14][O:15][Si](C(C)(C)C)(C)C)[CH2:12][O:11][C:10]([CH2:24][CH2:25][O:26][Si:27]([C:40]([CH3:43])([CH3:42])[CH3:41])([C:34]2[CH:39]=[CH:38][CH:37]=[CH:36][CH:35]=2)[C:28]2[CH:33]=[CH:32][CH:31]=[CH:30][CH:29]=2)([CH3:23])[C:9]1=[O:44])[C:2]1[CH:7]=[CH:6][CH:5]=[CH:4][CH:3]=1.O1CCCC1.O. (5) Given the product [ClH:2].[Cl:2][CH2:3][CH2:4][CH2:5][O:6][C:7]1[CH:16]=[C:15]2[C:10]([C:11]([NH:17][C:18]3[CH:19]=[N:20][N:21]([CH2:23][C:24]([OH:26])=[O:25])[CH:22]=3)=[N:12][CH:13]=[N:14]2)=[CH:9][CH:8]=1, predict the reactants needed to synthesize it. The reactants are: Cl.[Cl:2][CH2:3][CH2:4][CH2:5][O:6][C:7]1[CH:16]=[C:15]2[C:10]([C:11]([NH:17][C:18]3[CH:19]=[N:20][N:21]([CH2:23][C:24]([O:26]C(C)(C)C)=[O:25])[CH:22]=3)=[N:12][CH:13]=[N:14]2)=[CH:9][CH:8]=1. (6) Given the product [CH3:14][O:13][C:5]1[C:6]2[O:10][C:9]([CH3:12])([CH3:11])[CH2:8][C:7]=2[C:2]([C:15](=[O:21])[CH2:16][CH2:17][C:18]([OH:20])=[O:19])=[CH:3][CH:4]=1, predict the reactants needed to synthesize it. The reactants are: Br[C:2]1[C:7]2[CH2:8][C:9]([CH3:12])([CH3:11])[O:10][C:6]=2[C:5]([O:13][CH3:14])=[CH:4][CH:3]=1.[C:15]1(=[O:21])[O:20][C:18](=[O:19])[CH2:17][CH2:16]1. (7) Given the product [F:61][C:60]([F:63])([F:62])[C:58]([OH:64])=[O:59].[CH3:30][N:27]1[C:8]2=[N:9][C:10]([CH2:11][CH2:12][CH2:13][CH2:14][CH2:15][CH2:16][CH2:17][CH2:18][CH2:19][CH2:20][CH2:21][CH2:22][CH2:23][CH2:24][CH2:25][CH3:26])=[C:5]([OH:4])[C:6]([CH3:31])=[C:7]2[CH2:29][CH2:28]1, predict the reactants needed to synthesize it. The reactants are: C([O:4][C:5]1[C:6]([CH3:31])=[C:7]2[CH2:29][CH2:28][N:27]([CH3:30])[C:8]2=[N:9][C:10]=1[CH2:11][CH2:12][CH2:13][CH2:14][CH2:15][CH2:16][CH2:17][CH2:18][CH2:19][CH2:20][CH2:21][CH2:22][CH2:23][CH2:24][CH2:25][CH3:26])(=O)C.CC(C[AlH]CC(C)C)C.C(C(C(C([O-])=O)O)O)([O-])=O.[K+].[Na+].CO.C(Cl)Cl.[C:58]([OH:64])([C:60]([F:63])([F:62])[F:61])=[O:59].